From a dataset of Forward reaction prediction with 1.9M reactions from USPTO patents (1976-2016). Predict the product of the given reaction. (1) Given the reactants Cl[C:2]1[N:10]=[C:9]([Cl:11])[CH:8]=[CH:7][C:3]=1[C:4]([NH2:6])=[O:5].[NH:12]1[CH2:17][CH2:16][O:15][CH2:14][CH2:13]1, predict the reaction product. The product is: [Cl:11][C:9]1[CH:8]=[CH:7][C:3]([C:4]([NH2:6])=[O:5])=[C:2]([N:12]2[CH2:17][CH2:16][O:15][CH2:14][CH2:13]2)[N:10]=1. (2) Given the reactants [CH3:1][CH2:2][C@H:3]1[C@@H:16]([OH:17])[C@@H:15]2[C@H:10]([CH2:11][CH2:12][C@:13]3([CH3:28])[C@@H:20]([C@@H:21]([CH2:23][CH2:24][C:25]([OH:27])=[O:26])[CH3:22])[CH2:19][CH2:18][C@H:14]32)[C@:9]2([CH3:29])[C@H:4]1[CH2:5][C@H:6]([OH:30])[CH2:7][CH2:8]2.O[C@@H]1CC[C@@]2(C)[C@H](/C(=C/C)/C(=O)[C@@H]3[C@@H]2CC[C@@]2(C)[C@H]3CC[C@@H]2[C@H](C)CCC(O)=O)C1.[H][H], predict the reaction product. The product is: [OH:30][C@@H:6]1[CH2:7][CH2:8][C@@:9]2([CH3:29])[C@H:4]([C@@H:3]([CH2:2][CH3:1])[C:16](=[O:17])[C@@H:15]3[C@@H:10]2[CH2:11][CH2:12][C@@:13]2([CH3:28])[C@H:14]3[CH2:18][CH2:19][C@@H:20]2[C@H:21]([CH3:22])[CH2:23][CH2:24][C:25]([OH:27])=[O:26])[CH2:5]1. (3) Given the reactants C(OC([NH:8][CH2:9][CH2:10][CH2:11][CH2:12][C:13](O)=[O:14])=O)(C)(C)C.CN(C(ON1N=NC2C=CC=NC1=2)=[N+](C)C)C.F[P-](F)(F)(F)(F)F.C([O:42][C:43](=[O:71])[C@H:44]([NH2:70])[CH2:45][C@H:46]([NH:62][C:63]([C:65]1[N:66]=[N:67][NH:68][CH:69]=1)=[O:64])[CH2:47][C:48]1[CH:53]=[CH:52][C:51]([C:54]2[CH:59]=[C:58]([Cl:60])[CH:57]=[CH:56][C:55]=2[F:61])=[CH:50][CH:49]=1)C.CCN(C(C)C)C(C)C.Cl.O1CCOCC1, predict the reaction product. The product is: [NH2:8][CH2:9][CH2:10][CH2:11][CH2:12][C:13]([NH:70][C@H:44]([CH2:45][C@H:46]([NH:62][C:63]([C:65]1[N:66]=[N:67][NH:68][CH:69]=1)=[O:64])[CH2:47][C:48]1[CH:53]=[CH:52][C:51]([C:54]2[CH:59]=[C:58]([Cl:60])[CH:57]=[CH:56][C:55]=2[F:61])=[CH:50][CH:49]=1)[C:43]([OH:42])=[O:71])=[O:14]. (4) Given the reactants [CH:1]12[CH2:10][CH:5]3[CH2:6][CH:7]([CH2:9][CH:3]([CH2:4]3)[CH:2]1[N:11]1[C:14](=[O:15])[C:13]([CH3:17])([CH3:16])[NH:12]1)[CH2:8]2.[F:18][C:19]([F:29])([F:28])[C:20]1[CH:27]=[CH:26][CH:25]=[CH:24][C:21]=1[CH2:22]Br, predict the reaction product. The product is: [CH3:16][C:13]1([CH3:17])[N:12]([CH2:22][C:21]2[CH:24]=[CH:25][CH:26]=[CH:27][C:20]=2[C:19]([F:18])([F:28])[F:29])[N:11]([CH:2]2[CH:3]3[CH2:4][CH:5]4[CH2:6][CH:7]([CH2:8][CH:1]2[CH2:10]4)[CH2:9]3)[C:14]1=[O:15].